Dataset: Full USPTO retrosynthesis dataset with 1.9M reactions from patents (1976-2016). Task: Predict the reactants needed to synthesize the given product. (1) Given the product [CH2:48]([N:50]([CH2:56][CH3:57])[CH2:51][CH2:52][C:53]([O:27][CH2:26][C:24]1[CH:25]=[C:20]([O:19][CH2:1][CH2:2][CH2:3][CH2:4][CH2:5][CH2:6][CH2:7][CH2:8]/[CH:9]=[CH:10]\[CH2:11]/[CH:12]=[CH:13]\[CH2:14][CH2:15][CH2:16][CH2:17][CH3:18])[N:21]=[C:22]([O:28][CH2:29][CH2:30][CH2:31][CH2:32][CH2:33][CH2:34][CH2:35][CH2:36]/[CH:37]=[CH:38]\[CH2:39]/[CH:40]=[CH:41]\[CH2:42][CH2:43][CH2:44][CH2:45][CH3:46])[CH:23]=1)=[O:54])[CH3:49], predict the reactants needed to synthesize it. The reactants are: [CH2:1]([O:19][C:20]1[CH:25]=[C:24]([CH2:26][OH:27])[CH:23]=[C:22]([O:28][CH2:29][CH2:30][CH2:31][CH2:32][CH2:33][CH2:34][CH2:35][CH2:36]/[CH:37]=[CH:38]\[CH2:39]/[CH:40]=[CH:41]\[CH2:42][CH2:43][CH2:44][CH2:45][CH3:46])[N:21]=1)[CH2:2][CH2:3][CH2:4][CH2:5][CH2:6][CH2:7][CH2:8]/[CH:9]=[CH:10]\[CH2:11]/[CH:12]=[CH:13]\[CH2:14][CH2:15][CH2:16][CH2:17][CH3:18].Cl.[CH2:48]([N:50]([CH2:56][CH3:57])[CH2:51][CH2:52][C:53](O)=[O:54])[CH3:49].CN(C(ON1N=NC2C=CC=NC1=2)=[N+](C)C)C.F[P-](F)(F)(F)(F)F. (2) Given the product [Br:1][C:2]1[CH:3]=[CH:4][C:5]([NH:11][C:12](=[O:31])[C:13]2[CH:18]=[CH:17][C:16]([S:19]([NH:22][C:23]3[CH:24]=[C:25]([O:35][CH3:33])[CH:26]=[C:27]([O:44][CH3:45])[CH:28]=3)(=[O:21])=[O:20])=[CH:15][CH:14]=2)=[C:6]([CH:10]=1)[C:7]([OH:9])=[O:8], predict the reactants needed to synthesize it. The reactants are: [Br:1][C:2]1[CH:3]=[CH:4][C:5]([NH:11][C:12](=[O:31])[C:13]2[CH:18]=[CH:17][C:16]([S:19]([N:22](CC)[C:23]3[CH:28]=[CH:27][CH:26]=[CH:25][CH:24]=3)(=[O:21])=[O:20])=[CH:15][CH:14]=2)=[C:6]([CH:10]=1)[C:7]([OH:9])=[O:8].Cl[C:33](Cl)([O:35]C(=O)OC(Cl)(Cl)Cl)Cl.[O:44]1CCOC[CH2:45]1. (3) Given the product [CH2:49]([O:51][C:52](=[O:73])[C@H:53]([O:55][C:56]1[CH:61]=[C:60]([NH:8][S:5]([N:1]2[CH2:4][CH2:3][CH2:2]2)(=[O:7])=[O:6])[N:59]=[C:58]([S:63][CH2:64][C:65]2[CH:70]=[CH:69][CH:68]=[C:67]([F:71])[C:66]=2[F:72])[N:57]=1)[CH3:54])[CH3:50], predict the reactants needed to synthesize it. The reactants are: [N:1]1([S:5]([NH2:8])(=[O:7])=[O:6])[CH2:4][CH2:3][CH2:2]1.C1(P(C2CCCCC2)C2C=CC=CC=2C2C(C(C)C)=CC(C(C)C)=CC=2C(C)C)CCCCC1.C(=O)([O-])[O-].[Cs+].[Cs+].[CH2:49]([O:51][C:52](=[O:73])[C@H:53]([O:55][C:56]1[CH:61]=[C:60](Cl)[N:59]=[C:58]([S:63][CH2:64][C:65]2[CH:70]=[CH:69][CH:68]=[C:67]([F:71])[C:66]=2[F:72])[N:57]=1)[CH3:54])[CH3:50]. (4) Given the product [OH:21][C:19]1[C:7]2[CH2:8][N:9]([C:12]([O:14][C:15]([CH3:16])([CH3:17])[CH3:18])=[O:13])[CH2:10][CH2:11][C:6]=2[N:37]=[C:35]([NH:34][C:31]2[CH:32]=[CH:33][C:28]([C:27]3[O:23][CH:24]=[N:25][CH:26]=3)=[CH:29][CH:30]=2)[N:36]=1, predict the reactants needed to synthesize it. The reactants are: [O-]CC.[Na+].O=[C:6]1[CH2:11][CH2:10][N:9]([C:12]([O:14][C:15]([CH3:18])([CH3:17])[CH3:16])=[O:13])[CH2:8][CH:7]1[C:19]([O:21]C)=O.[O:23]1[C:27]([C:28]2[CH:33]=[CH:32][C:31]([NH:34][C:35]([NH2:37])=[NH:36])=[CH:30][CH:29]=2)=[CH:26][N:25]=[CH:24]1.